The task is: Predict the reactants needed to synthesize the given product.. This data is from Full USPTO retrosynthesis dataset with 1.9M reactions from patents (1976-2016). (1) Given the product [CH3:28][O:29][C:30]1[CH:35]=[CH:34][C:33]([S:36][C:9]2[N:10]([CH2:12][C:13]3[C:22]4[C:17](=[CH:18][CH:19]=[CH:20][CH:21]=4)[CH:16]=[CH:15][CH:14]=3)[CH:11]=[C:5]3[C:6]=2[C:7](=[O:8])[N:2]([CH3:1])[C:3](=[O:27])[N:4]3[CH2:23][CH:24]([CH3:25])[CH3:26])=[CH:32][CH:31]=1, predict the reactants needed to synthesize it. The reactants are: [CH3:1][N:2]1[C:7](=[O:8])[C:6]2=[CH:9][N:10]([CH2:12][C:13]3[C:22]4[C:17](=[CH:18][CH:19]=[CH:20][CH:21]=4)[CH:16]=[CH:15][CH:14]=3)[CH:11]=[C:5]2[N:4]([CH2:23][CH:24]([CH3:26])[CH3:25])[C:3]1=[O:27].[CH3:28][O:29][C:30]1[CH:35]=[CH:34][C:33]([S:36][S:36][C:33]2[CH:34]=[CH:35][C:30]([O:29][CH3:28])=[CH:31][CH:32]=2)=[CH:32][CH:31]=1. (2) Given the product [C:2](=[O:3])([O:4][CH2:5][C:6]([Cl:9])([Cl:8])[Cl:7])[NH2:12], predict the reactants needed to synthesize it. The reactants are: Cl[C:2]([O:4][CH2:5][C:6]([Cl:9])([Cl:8])[Cl:7])=[O:3].C([N:12](CC)CC)C.CCN(C(C)C)C(C)C.C(Cl)Cl.